Dataset: Full USPTO retrosynthesis dataset with 1.9M reactions from patents (1976-2016). Task: Predict the reactants needed to synthesize the given product. Given the product [CH3:9][C:4]1([C:7]#[N:8])[CH2:5][CH2:6][S:1][CH2:2][CH2:3]1, predict the reactants needed to synthesize it. The reactants are: [S:1]1[CH2:6][CH2:5][CH:4]([C:7]#[N:8])[CH2:3][CH2:2]1.[CH3:9][Si]([N-][Si](C)(C)C)(C)C.[Li+].IC.